This data is from Forward reaction prediction with 1.9M reactions from USPTO patents (1976-2016). The task is: Predict the product of the given reaction. The product is: [C:1]([O:5][C:6]([N:8]1[C@@H:12]([CH2:13][CH2:14][C:15]2[CH:20]=[CH:19][C:18]([NH:21][C:22]([O:41][CH2:40][C:39]3[CH:42]=[CH:43][C:36]([Cl:35])=[CH:37][CH:38]=3)=[O:23])=[CH:17][CH:16]=2)[CH2:11][O:10][C:9]1([CH3:25])[CH3:24])=[O:7])([CH3:4])([CH3:2])[CH3:3]. Given the reactants [C:1]([O:5][C:6]([N:8]1[C@@H:12]([CH2:13][CH2:14][C:15]2[CH:20]=[CH:19][C:18]([N:21]=[C:22]=[O:23])=[CH:17][CH:16]=2)[CH2:11][O:10][C:9]1([CH3:25])[CH3:24])=[O:7])([CH3:4])([CH3:3])[CH3:2].C(N(CC)C(C)C)(C)C.[Cl:35][C:36]1[CH:43]=[CH:42][C:39]([CH2:40][OH:41])=[CH:38][CH:37]=1, predict the reaction product.